This data is from Reaction yield outcomes from USPTO patents with 853,638 reactions. The task is: Predict the reaction yield, written as a fraction of the theoretical maximum amount of product (1.0 means a 100% yield; for example, 0.34 means a 34% yield). The reactants are [C:1]1(=[O:39])[N:5]([CH2:6][C:7](=[O:33])[CH2:8][NH:9][C@@H:10]([C:14]2[O:15][C:16]3[C:21]([C:22](=[O:31])[C:23]=2[CH2:24][C:25]2[CH:30]=[CH:29][CH:28]=[CH:27][CH:26]=2)=[CH:20][CH:19]=[C:18]([Cl:32])[CH:17]=3)[CH:11]([CH3:13])[CH3:12])[C:4](=[O:34])[C:3]2=[CH:35][CH:36]=[CH:37][CH:38]=[C:2]12.CCN(CC)CC.[C:47]1([CH3:56])[C:48]([C:53](Cl)=[O:54])=[CH:49][CH:50]=[CH:51][CH:52]=1. No catalyst specified. The product is [C:47]1([CH3:56])[C:48]([C:53]([N:9]([CH2:8][C:7](=[O:33])[CH2:6][N:5]2[C:4](=[O:34])[C:3]3=[CH:35][CH:36]=[CH:37][CH:38]=[C:2]3[C:1]2=[O:39])[C@@H:10]([C:14]2[O:15][C:16]3[C:21]([C:22](=[O:31])[C:23]=2[CH2:24][C:25]2[CH:26]=[CH:27][CH:28]=[CH:29][CH:30]=2)=[CH:20][CH:19]=[C:18]([Cl:32])[CH:17]=3)[CH:11]([CH3:13])[CH3:12])=[O:54])=[CH:49][CH:50]=[CH:51][CH:52]=1. The yield is 0.900.